Predict the reactants needed to synthesize the given product. From a dataset of Full USPTO retrosynthesis dataset with 1.9M reactions from patents (1976-2016). (1) Given the product [Br:23][C:24]1[CH:33]=[CH:32][C:27]([CH:28]([OH:31])[CH3:29])=[CH:26][CH:25]=1, predict the reactants needed to synthesize it. The reactants are: B(Cl)([C@@H]1[C@@H](C)[C@H]2C(C)(C)[C@@H](C2)C1)[C@@H]1[C@@H](C)[C@@H]2C(C)(C)[C@@H](C2)C1.[Br:23][C:24]1[CH:33]=[CH:32][C:27]([C:28](=[O:31])[CH2:29]Br)=[CH:26][CH:25]=1.C1([C@H](N)C)C=CC=CC=1.CCCCCCC. (2) Given the product [NH:5]1[C:6]2[CH:7]=[CH:8][CH:51]=[CH:1][C:2]=2[N:3]=[C:4]1[CH2:43][N:44]([CH2:45][C:47]1[CH:17]=[C:16]([CH:15]=[CH:14][CH:13]=1)[CH2:21][NH:12][C:29]([C:24]1[CH:25]=[CH:26][CH:27]=[CH:28][N:23]=1)=[O:31])[CH:48]1[C:49]2[N:33]=[CH:37][CH:38]=[CH:39][C:40]=2[CH2:41][CH2:36][CH2:50]1, predict the reactants needed to synthesize it. The reactants are: [CH3:1][CH2:2][N:3]=[C:4]=[N:5][CH2:6][CH2:7][CH2:8]N(C)C.[N:12]1[C:21]2C(N)CC[CH2:17][C:16]=2[CH:15]=[CH:14][CH:13]=1.[N:23]1[CH:28]=[CH:27][CH:26]=[CH:25][C:24]=1[C:29]([OH:31])=O.O[N:33]1[C:37]2[CH:38]=[CH:39][CH:40]=[CH:41][C:36]=2N=N1.C[CH2:43][N:44]([CH:48]([CH3:50])[CH3:49])[CH:45]([CH3:47])C.[CH3:51]N(C=O)C. (3) Given the product [CH2:57]([N:59]([CH2:60][C:61](=[O:63])[NH:48][CH:43]1[CH2:42][CH2:67][O:68][CH2:45][CH2:44]1)[C:21]([C:6]1[CH:7]=[C:8]2[C:3](=[CH:4][CH:5]=1)[N:2]([CH3:1])[C:14]1[CH2:13][CH2:12][CH:11]([CH:15]3[CH2:16][CH2:17][O:18][CH2:19][CH2:20]3)[CH2:10][C:9]2=1)=[O:22])[CH3:58], predict the reactants needed to synthesize it. The reactants are: [CH3:1][N:2]1[C:14]2[CH2:13][CH2:12][CH:11]([CH:15]3[CH2:20][CH2:19][O:18][CH2:17][CH2:16]3)[CH2:10][C:9]=2[C:8]2[C:3]1=[CH:4][CH:5]=[C:6]([C:21](O)=[O:22])[CH:7]=2.CCN(C(C)C)C(C)C.CN(C(ON1N=[N:48][C:43]2[CH:44]=[CH:45]C=N[C:42]1=2)=[N+](C)C)C.F[P-](F)(F)(F)(F)F.[CH2:57]([NH:59][CH2:60][C:61]([OH:63])=O)[CH3:58].CN([CH:67]=[O:68])C. (4) The reactants are: [OH:1][C@H:2]1[CH2:7][CH2:6][C@H:5]([N:8]2[C:13](=[O:14])[C:12]([CH:15]([C:17]3[CH:22]=[CH:21][C:20]([C:23]4[C:24]([C:29]#[N:30])=[CH:25][CH:26]=[CH:27][CH:28]=4)=[CH:19][CH:18]=3)[CH3:16])=[C:11]([CH2:31][CH2:32][CH3:33])[N:10]3[N:34]=[CH:35][N:36]=[C:9]23)[CH2:4][CH2:3]1.[N+](=[CH:39][C:40]([O:42][CH2:43][CH3:44])=[O:41])=[N-].O. Given the product [CH2:43]([O:42][C:40](=[O:41])[CH2:39][O:1][C@H:2]1[CH2:7][CH2:6][C@H:5]([N:8]2[C:13](=[O:14])[C:12]([CH:15]([C:17]3[CH:22]=[CH:21][C:20]([C:23]4[CH:28]=[CH:27][CH:26]=[CH:25][C:24]=4[C:29]#[N:30])=[CH:19][CH:18]=3)[CH3:16])=[C:11]([CH2:31][CH2:32][CH3:33])[N:10]3[N:34]=[CH:35][N:36]=[C:9]23)[CH2:4][CH2:3]1)[CH3:44], predict the reactants needed to synthesize it.